This data is from Reaction yield outcomes from USPTO patents with 853,638 reactions. The task is: Predict the reaction yield, written as a fraction of the theoretical maximum amount of product (1.0 means a 100% yield; for example, 0.34 means a 34% yield). (1) The reactants are [OH:1][C@H:2]1[CH2:6][N:5]([C:7]([O:9][C:10]([CH3:13])([CH3:12])[CH3:11])=[O:8])[C@H:4]([C:14](OC)=[O:15])[CH2:3]1.[Li+].[BH4-].O.Cl. The catalyst is C1COCC1. The product is [OH:1][C@H:2]1[CH2:6][N:5]([C:7]([O:9][C:10]([CH3:11])([CH3:12])[CH3:13])=[O:8])[C@H:4]([CH2:14][OH:15])[CH2:3]1. The yield is 0.950. (2) No catalyst specified. The reactants are [S:1]1[C:9]2[C:4](=[N:5][CH:6]=[CH:7][CH:8]=2)[NH:3][C:2]1=S.S(Cl)([Cl:14])(=O)=O. The yield is 0.400. The product is [Cl:14][C:2]1[S:1][C:9]2[C:4]([N:3]=1)=[N:5][CH:6]=[CH:7][CH:8]=2. (3) The reactants are [Cl:1][C:2]1[C:12]([C:13]([OH:15])=O)=[CH:11][C:5]2[NH:6][C:7](=[O:10])[CH2:8][S:9][C:4]=2[CH:3]=1.[CH3:16][O:17][C:18]1[CH:19]=[C:20]2[C:25](=[CH:26][CH:27]=1)[N:24]=[CH:23][C:22]([S:28][CH2:29][CH2:30][N:31]1[CH2:36][CH2:35][CH:34]([NH2:37])[CH2:33][CH2:32]1)=[CH:21]2. No catalyst specified. The product is [CH3:16][O:17][C:18]1[CH:19]=[C:20]2[C:25](=[CH:26][CH:27]=1)[N:24]=[CH:23][C:22]([S:28][CH2:29][CH2:30][N:31]1[CH2:36][CH2:35][CH:34]([NH:37][C:13]([C:12]3[C:2]([Cl:1])=[CH:3][C:4]4[S:9][CH2:8][C:7](=[O:10])[NH:6][C:5]=4[CH:11]=3)=[O:15])[CH2:33][CH2:32]1)=[CH:21]2. The yield is 0.240. (4) The reactants are I[C:2]1[CH:11]=[C:10]([N+:12]([O-:14])=[O:13])[C:9]2[C:4](=[CH:5][CH:6]=[CH:7][CH:8]=2)[C:3]=1[O:15][CH3:16].CCN(CC)CC.[CH2:24]([SH:28])[CH2:25][CH2:26][CH3:27]. The catalyst is CN1C(=O)CCC1.C1C=CC(/C=C/C(/C=C/C2C=CC=CC=2)=O)=CC=1.C1C=CC(/C=C/C(/C=C/C2C=CC=CC=2)=O)=CC=1.C1C=CC(/C=C/C(/C=C/C2C=CC=CC=2)=O)=CC=1.[Pd].[Pd].C1C=CC(P(C2C=CC=CC=2)[C-]2C=CC=C2)=CC=1.C1C=CC(P(C2C=CC=CC=2)[C-]2C=CC=C2)=CC=1.[Fe+2]. The product is [CH2:24]([S:28][C:2]1[CH:11]=[C:10]([N+:12]([O-:14])=[O:13])[C:9]2[C:4](=[CH:5][CH:6]=[CH:7][CH:8]=2)[C:3]=1[O:15][CH3:16])[CH2:25][CH2:26][CH3:27]. The yield is 0.710. (5) The reactants are [F:1][C:2]1[C:11]2[O:10][CH2:9][CH:8]([NH:12][CH2:13][CH2:14][C:15]3[C:23]4[C:18](=[CH:19][CH:20]=[C:21]([F:24])[CH:22]=4)[NH:17][CH:16]=3)[CH2:7][C:6]=2[C:5]([C:25]([NH:27][CH3:28])=[O:26])=[CH:4][CH:3]=1.[CH:29](=O)[CH3:30].C(O)(=O)C.C([BH3-])#N.[Na+]. The catalyst is CO.CCOC(C)=O.CO. The product is [CH2:29]([N:12]([CH2:13][CH2:14][C:15]1[C:23]2[C:18](=[CH:19][CH:20]=[C:21]([F:24])[CH:22]=2)[NH:17][CH:16]=1)[CH:8]1[CH2:7][C:6]2[C:5]([C:25]([NH:27][CH3:28])=[O:26])=[CH:4][CH:3]=[C:2]([F:1])[C:11]=2[O:10][CH2:9]1)[CH3:30]. The yield is 0.870.